Predict which catalyst facilitates the given reaction. From a dataset of Catalyst prediction with 721,799 reactions and 888 catalyst types from USPTO. (1) Reactant: CS(O[CH2:6][C:7]1[CH:17]=[CH:16][C:10]2[N:11]=[C:12]([S:14][CH3:15])[O:13][C:9]=2[CH:8]=1)(=O)=O.ClCC1C=CC2N=C(SC)OC=2C=1.[CH3:31][O:32][C:33]1[C:41]([O:42][CH3:43])=[CH:40][C:36]2[N:37]=[CH:38][NH:39][C:35]=2[CH:34]=1.C([O-])([O-])=O.[K+].[K+]. Product: [CH3:43][O:42][C:41]1[C:33]([O:32][CH3:31])=[CH:34][C:35]2[N:39]([CH2:6][C:7]3[CH:17]=[CH:16][C:10]4[N:11]=[C:12]([S:14][CH3:15])[O:13][C:9]=4[CH:8]=3)[CH:38]=[N:37][C:36]=2[CH:40]=1. The catalyst class is: 3. (2) Reactant: [Cl:1][C:2]1[N:3]=[C:4]([N:15]2[CH2:20][CH2:19][O:18][CH2:17][CH2:16]2)[C:5]2[S:10][C:9](S(C)(=O)=O)=[N:8][C:6]=2[N:7]=1.[NH2:21][C:22]1[CH:27]=[CH:26][CH:25]=[CH:24][CH:23]=1. Product: [Cl:1][C:2]1[N:3]=[C:4]([N:15]2[CH2:20][CH2:19][O:18][CH2:17][CH2:16]2)[C:5]2[S:10][C:9]([NH:21][C:22]3[CH:27]=[CH:26][CH:25]=[CH:24][CH:23]=3)=[N:8][C:6]=2[N:7]=1. The catalyst class is: 11. (3) Reactant: [CH2:1]([C:4]1[CH:9]=[C:8]([O:10][CH2:11][C:12]2[CH:17]=[CH:16][CH:15]=[CH:14][CH:13]=2)[CH:7]=[C:6]([CH2:18][CH:19]=[CH2:20])[C:5]=1[OH:21])[CH:2]=[CH2:3].[CH3:22][C:23]1[O:27][C:26]([C:28]2[CH:33]=[CH:32][CH:31]=[CH:30][CH:29]=2)=[N:25][C:24]=1[CH2:34][CH2:35]OS(C1C=CC(C)=CC=1)(=O)=O.C([O-])([O-])=O.[Cs+].[Cs+]. Product: [CH2:1]([C:4]1[CH:9]=[C:8]([O:10][CH2:11][C:12]2[CH:17]=[CH:16][CH:15]=[CH:14][CH:13]=2)[CH:7]=[C:6]([CH2:18][CH:19]=[CH2:20])[C:5]=1[O:21][CH2:35][CH2:34][C:24]1[N:25]=[C:26]([C:28]2[CH:33]=[CH:32][CH:31]=[CH:30][CH:29]=2)[O:27][C:23]=1[CH3:22])[CH:2]=[CH2:3]. The catalyst class is: 3. (4) The catalyst class is: 3. Product: [CH3:22][N:7]1[CH:8]=[C:9]([C:12]2[CH:17]=[CH:16][N:15]=[C:14]([NH:18][C:19](=[O:21])[CH3:20])[CH:13]=2)[C:10]2[O:11][C:3]([CH2:2][N:24]3[CH2:30][CH2:29][C:28](=[O:31])[NH:27][CH2:26][CH2:25]3)=[CH:4][C:5]=2[C:6]1=[O:23]. Reactant: Br[CH2:2][C:3]1[O:11][C:10]2[C:9]([C:12]3[CH:17]=[CH:16][N:15]=[C:14]([NH:18][C:19](=[O:21])[CH3:20])[CH:13]=3)=[CH:8][N:7]([CH3:22])[C:6](=[O:23])[C:5]=2[CH:4]=1.[NH:24]1[CH2:30][CH2:29][C:28](=[O:31])[NH:27][CH2:26][CH2:25]1.CCN(C(C)C)C(C)C. (5) Reactant: [O:1]=[S:2]1(=[O:36])[CH2:7][CH2:6][CH:5]([NH:8][S:9]([C:12]2[S:13][C:14]([C:17]3[CH:22]=[CH:21][N:20]=[C:19]4[N:23](S(C5C=CC=CC=5)(=O)=O)[C:24]([CH3:26])=[CH:25][C:18]=34)=[CH:15][CH:16]=2)(=[O:11])=[O:10])[CH2:4][CH2:3]1.[OH-].[Na+].CO. Product: [O:36]=[S:2]1(=[O:1])[CH2:3][CH2:4][CH:5]([NH:8][S:9]([C:12]2[S:13][C:14]([C:17]3[CH:22]=[CH:21][N:20]=[C:19]4[NH:23][C:24]([CH3:26])=[CH:25][C:18]=34)=[CH:15][CH:16]=2)(=[O:10])=[O:11])[CH2:6][CH2:7]1. The catalyst class is: 1. (6) Reactant: CON(C)[C:4]([CH:6]1[CH2:11][CH2:10][N:9]([C:12]([O:14][CH2:15][C:16]2[CH:21]=[CH:20][CH:19]=[CH:18][CH:17]=2)=[O:13])[CH2:8][CH2:7]1)=[O:5].C(=O)=O.CC(C)=O.[CH2:30]([Mg]Br)[CH2:31][CH:32]=[CH2:33]. Product: [C:4]([CH:6]1[CH2:7][CH2:8][N:9]([C:12]([O:14][CH2:15][C:16]2[CH:17]=[CH:18][CH:19]=[CH:20][CH:21]=2)=[O:13])[CH2:10][CH2:11]1)(=[O:5])[CH2:33][CH2:32][CH:31]=[CH2:30]. The catalyst class is: 1. (7) Reactant: F[C:2]1[N:32]=[CH:31][CH:30]=[CH:29][C:3]=1[C:4]([C:6]1[N:11]=[C:10]([N:12]2[CH2:17][CH2:16][N:15](C(OC(C)(C)C)=O)[C@@H:14]([CH2:25][CH:26]([CH3:28])[CH3:27])[CH2:13]2)[CH:9]=[N:8][CH:7]=1)=O.[NH2:33][NH2:34]. Product: [CH2:25]([C@@H:14]1[NH:15][CH2:16][CH2:17][N:12]([C:10]2[N:11]=[C:6]([C:4]3[C:3]4[C:2](=[N:32][CH:31]=[CH:30][CH:29]=4)[NH:34][N:33]=3)[CH:7]=[N:8][CH:9]=2)[CH2:13]1)[CH:26]([CH3:27])[CH3:28]. The catalyst class is: 1. (8) Reactant: [F:1][C:2]1[CH:3]=[C:4]([CH2:9][S:10]([NH:13][C:14]2[N:15]=[N:16][C:17](I)=[CH:18][C:19]=2[O:20][CH3:21])(=[O:12])=[O:11])[CH:5]=[CH:6][C:7]=1[F:8].[CH3:23][S-:24].[Na+].CC1(C)C2C=CC=C(P(C3C=CC=CC=3)C3C=CC=CC=3)C=2OC2C1=CC=CC=2P(C1C=CC=CC=1)C1C=CC=CC=1.CCN(C(C)C)C(C)C. Product: [F:1][C:2]1[CH:3]=[C:4]([CH2:9][S:10]([NH:13][C:14]2[N:15]=[N:16][C:17]([S:24][CH3:23])=[CH:18][C:19]=2[O:20][CH3:21])(=[O:12])=[O:11])[CH:5]=[CH:6][C:7]=1[F:8]. The catalyst class is: 12. (9) Reactant: [CH2:1]([O:8][C:9]([N:11]1[CH2:16][CH2:15][N:14]([C:17]2[CH:22]=[C:21]([CH3:23])[CH:20]=[CH:19][C:18]=2[N+:24]([O-])=O)[CH2:13][CH2:12]1)=[O:10])[C:2]1[CH:7]=[CH:6][CH:5]=[CH:4][CH:3]=1.Cl[Sn]Cl.O. Product: [CH2:1]([O:8][C:9]([N:11]1[CH2:12][CH2:13][N:14]([C:17]2[CH:22]=[C:21]([CH3:23])[CH:20]=[CH:19][C:18]=2[NH2:24])[CH2:15][CH2:16]1)=[O:10])[C:2]1[CH:7]=[CH:6][CH:5]=[CH:4][CH:3]=1. The catalyst class is: 8.